This data is from NCI-60 drug combinations with 297,098 pairs across 59 cell lines. The task is: Regression. Given two drug SMILES strings and cell line genomic features, predict the synergy score measuring deviation from expected non-interaction effect. Drug 1: COC1=C(C=C2C(=C1)N=CN=C2NC3=CC(=C(C=C3)F)Cl)OCCCN4CCOCC4. Drug 2: CC(C)NC(=O)C1=CC=C(C=C1)CNNC.Cl. Cell line: EKVX. Synergy scores: CSS=29.7, Synergy_ZIP=-6.64, Synergy_Bliss=0.392, Synergy_Loewe=-8.93, Synergy_HSA=0.103.